This data is from Experimentally validated miRNA-target interactions with 360,000+ pairs, plus equal number of negative samples. The task is: Binary Classification. Given a miRNA mature sequence and a target amino acid sequence, predict their likelihood of interaction. (1) The miRNA is mmu-miR-7b-5p with sequence UGGAAGACUUGUGAUUUUGUUGUU. The protein sequence of the target gene is MRAHPGGGRCCPEQEEGESAAGGSGAGGDSAIEQGGQGSALAPSPVSGVRREGARGGGRGRGRWKQAARGGGVCGRGRGRGRGRGRGRGRGRGRGRPQSGGSGLGGDGGGGAGGCGGGSGGGVAPRRDPVPFPSGSSGPGPRGPRATESGKRMDCPALPPGWKKEEVIRKSGLSAGKSDVYYFSPSGKKFRSKPQLARYLGNAVDLSSFDFRTGKMMPSKLQKNKQRLRNDPLNQNKGKPDLNTTLPIRQTASIFKQPVTKFTNHPSNKVKSDPQRMNEQPRQLFWEKRLQGLSASDVTE.... Result: 1 (interaction). (2) The miRNA is mmu-miR-466i-3p with sequence AUACACACACACAUACACACUA. The protein sequence of the target gene is MSNPSAPPPYEDHNPLYPGSPPPGGYGQPSVLPGGYPAYPAYPQPGYGHPAGYPQPVPPVHPMPMNYGHDYNEEERAGSDSFRPGEWDDRKVRHSFIQKVYCIISVQLLITVAIIAIFTFVEPVGKYVRNNVAVYYVSYAVFLVTYLTLACCQGPRRRFPWDIILLTIFTLALGFVTGTISSMYENKAVIIAMIITAVVSISVTIFCFQTKVDFTSCTGLFCVLGIVLMVTGIVTSIVLIFKYIYWLHMVYAALGAICFTLFLAYDTQLVLGNRKHTISPEDYITGALQIYTDIVYIFTF.... Result: 1 (interaction).